From a dataset of TCR-epitope binding with 47,182 pairs between 192 epitopes and 23,139 TCRs. Binary Classification. Given a T-cell receptor sequence (or CDR3 region) and an epitope sequence, predict whether binding occurs between them. The epitope is IPRRNVATL. Result: 1 (the TCR binds to the epitope). The TCR CDR3 sequence is CASSPGTSGRILNTGELFF.